Task: Predict the reaction yield, written as a fraction of the theoretical maximum amount of product (1.0 means a 100% yield; for example, 0.34 means a 34% yield).. Dataset: Reaction yield outcomes from USPTO patents with 853,638 reactions The reactants are [CH2:1]([O:8][CH2:9][CH2:10][C@H:11]1[CH2:14][C@H:13](CS([O-])(=O)=O)[CH2:12]1)[C:2]1[CH:7]=[CH:6][CH:5]=[CH:4][CH:3]=1.[N:20]([CH2:23][C:24]1[CH:31]=[CH:30][C:27]([O:28][CH3:29])=[CH:26][CH:25]=1)=[N+:21]=[N-:22].[F:32][C:33]1[C:34](=[O:40])[NH:35][C:36](=[O:39])[NH:37][CH:38]=1.C([O-])([O-])=O.[K+].[K+].C1OCCOCCOCCOCCOCCOC1. The catalyst is O.CCOC(C)=O.CN(C=O)C. The product is [N:20]([CH2:23][C:24]1[CH:31]=[CH:30][C:27]([O:28][CH3:29])=[CH:26][CH:25]=1)=[N+:21]=[N-:22].[F:32][C:33]1[C:34](=[O:40])[NH:35][C:36](=[O:39])[N:37]([C@H:13]2[CH2:12][C@@H:11]([CH2:10][CH2:9][O:8][CH2:1][C:2]3[CH:3]=[CH:4][CH:5]=[CH:6][CH:7]=3)[CH2:14]2)[CH:38]=1. The yield is 0.509.